This data is from Peptide-MHC class I binding affinity with 185,985 pairs from IEDB/IMGT. The task is: Regression. Given a peptide amino acid sequence and an MHC pseudo amino acid sequence, predict their binding affinity value. This is MHC class I binding data. (1) The peptide sequence is EVFEIIRSY. The MHC is HLA-B15:01 with pseudo-sequence HLA-B15:01. The binding affinity (normalized) is 0.0847. (2) The peptide sequence is GAVAMSLTV. The MHC is HLA-A02:02 with pseudo-sequence HLA-A02:02. The binding affinity (normalized) is 0.302.